This data is from Full USPTO retrosynthesis dataset with 1.9M reactions from patents (1976-2016). The task is: Predict the reactants needed to synthesize the given product. (1) The reactants are: C([O:8][CH2:9][CH2:10][N:11]1[C:15]2=[N:16][C:17]([C:20]([O:22][CH2:23][CH3:24])=[O:21])=[CH:18][CH:19]=[C:14]2[C:13]([CH:25]2[CH2:30][CH2:29][CH2:28][CH2:27][CH2:26]2)=[C:12]1[C:31]1[CH:36]=[CH:35][C:34]([O:37][CH2:38][O:39][CH3:40])=[CH:33][C:32]=1[O:41][CH2:42][O:43][CH3:44])C1C=CC=CC=1.[H][H]. Given the product [CH3:44][O:43][CH2:42][O:41][C:32]1[CH:33]=[C:34]([O:37][CH2:38][O:39][CH3:40])[CH:35]=[CH:36][C:31]=1[C:12]1[N:11]([CH2:10][CH2:9][OH:8])[C:15]2=[N:16][C:17]([C:20]([O:22][CH2:23][CH3:24])=[O:21])=[CH:18][CH:19]=[C:14]2[C:13]=1[CH:25]1[CH2:26][CH2:27][CH2:28][CH2:29][CH2:30]1, predict the reactants needed to synthesize it. (2) Given the product [OH:31][CH:30]=[C:10]1[C:9]2[C:4](=[CH:5][C:6]([C:11]([C:13]3[CH:14]=[C:15]([NH:19][C:20]([C:22]4[S:23][C:24]([C:27](=[O:29])[CH3:28])=[CH:25][CH:26]=4)=[O:21])[CH:16]=[CH:17][CH:18]=3)=[O:12])=[CH:7][CH:8]=2)[NH:3][C:2]1=[O:1], predict the reactants needed to synthesize it. The reactants are: [O:1]=[C:2]1[CH2:10][C:9]2[C:4](=[CH:5][C:6]([C:11]([C:13]3[CH:14]=[C:15]([NH:19][C:20]([C:22]4[S:23][C:24]([C:27](=[O:29])[CH3:28])=[CH:25][CH:26]=4)=[O:21])[CH:16]=[CH:17][CH:18]=3)=[O:12])=[CH:7][CH:8]=2)[NH:3]1.[CH:30](OCC)=[O:31].[O-]CC.[Na+].Cl. (3) Given the product [CH3:8][C:7]1[C:6]([CH2:21][N:12]2[C:13](=[O:20])[C:14]3[C:19](=[CH:18][CH:17]=[CH:16][CH:15]=3)[C:11]2=[O:10])=[CH:5][N:4]=[N:3][CH:2]=1, predict the reactants needed to synthesize it. The reactants are: Cl[C:2]1[N:3]=[N:4][C:5](Cl)=[CH:6][C:7]=1[CH3:8].[O:10]=[C:11]1[C:19]2[C:14](=[CH:15][CH:16]=[CH:17][CH:18]=2)[C:13](=[O:20])[N:12]1[CH2:21]C(O)=O. (4) Given the product [C:1]([C:3]1[CH:8]=[CH:7][C:6]([O:9][C:10]2[CH:11]=[C:12]3[C:17](=[CH:18][CH:19]=2)[O:16][CH:15]([C:20]2[CH:25]=[CH:24][CH:23]=[CH:22][CH:21]=2)[CH2:14][CH2:13]3)=[C:5]([CH:4]=1)[NH2:26])#[N:2], predict the reactants needed to synthesize it. The reactants are: [C:1]([C:3]1[CH:8]=[CH:7][C:6]([O:9][C:10]2[CH:11]=[C:12]3[C:17](=[CH:18][CH:19]=2)[O:16][CH:15]([C:20]2[CH:25]=[CH:24][CH:23]=[CH:22][CH:21]=2)[CH2:14][CH2:13]3)=[C:5]([N+:26]([O-])=O)[CH:4]=1)#[N:2].NC1C=CC=CC=1.C1(C2CCC3C(=CC=C(OC4C=CC=CC=4N)C=3)O2)C=CC=CC=1. (5) Given the product [Br:1][C:2]1[CH:7]=[CH:6][C:5]([CH2:8][Br:13])=[C:4]([F:10])[C:3]=1[F:11], predict the reactants needed to synthesize it. The reactants are: [Br:1][C:2]1[CH:7]=[CH:6][C:5]([CH2:8]O)=[C:4]([F:10])[C:3]=1[F:11].P(Br)(Br)[Br:13].